Dataset: Peptide-MHC class II binding affinity with 134,281 pairs from IEDB. Task: Regression. Given a peptide amino acid sequence and an MHC pseudo amino acid sequence, predict their binding affinity value. This is MHC class II binding data. (1) The peptide sequence is QVYPRSWSAVMLTFD. The MHC is HLA-DQA10102-DQB10502 with pseudo-sequence HLA-DQA10102-DQB10502. The binding affinity (normalized) is 0.305. (2) The peptide sequence is FTTTLFLHLVGFPTH. The MHC is DRB1_0404 with pseudo-sequence DRB1_0404. The binding affinity (normalized) is 0.759. (3) The peptide sequence is DMRLLSLAVSSAVPT. The MHC is DRB4_0103 with pseudo-sequence DRB4_0103. The binding affinity (normalized) is 0.733. (4) The peptide sequence is AQGPKATFEAMYLGT. The MHC is DRB1_0401 with pseudo-sequence DRB1_0401. The binding affinity (normalized) is 0.219. (5) The peptide sequence is LGALLLWMGINARDRSIA. The MHC is DRB1_1101 with pseudo-sequence DRB1_1101. The binding affinity (normalized) is 0.442. (6) The peptide sequence is KYKTFEAAFTVSSKR. The MHC is HLA-DQA10102-DQB10502 with pseudo-sequence HLA-DQA10102-DQB10502. The binding affinity (normalized) is 0.234.